From a dataset of Full USPTO retrosynthesis dataset with 1.9M reactions from patents (1976-2016). Predict the reactants needed to synthesize the given product. (1) Given the product [CH3:26][C:25]1[CH:24]=[N:23][C:22]2[NH:4][C:5]3[CH:10]=[CH:9][CH:8]=[C:7]([CH:6]=3)[CH2:11][CH2:12][C:13]3[CH:18]=[C:17]([NH:19][C:20]=1[N:21]=2)[CH:16]=[CH:15][C:14]=3[NH2:28], predict the reactants needed to synthesize it. The reactants are: Cl.Cl.Cl.[NH2:4][C:5]1[CH:6]=[C:7]([CH2:11][CH2:12][C:13]2[CH:18]=[C:17]([NH:19][C:20]3[C:25]([CH3:26])=[CH:24][N:23]=[C:22](Cl)[N:21]=3)[CH:16]=[CH:15][C:14]=2[NH2:28])[CH:8]=[CH:9][CH:10]=1.Cl.O.[OH-].[Na+]. (2) Given the product [C:33]([O:37][C:38]([NH:39][CH2:40][CH2:41][CH2:42][N:8]1[C:9]2[CH:10]=[C:11]3[CH2:18][CH2:17][CH2:16][CH2:15][C:12]3=[CH:13][C:14]=2[C:5]2=[N:4][N:3]([C:20]([O:22][C:23]([CH3:26])([CH3:25])[CH3:24])=[O:21])[C:2]([CH3:1])=[C:6]2[C:7]1=[O:19])=[O:44])([CH3:36])([CH3:35])[CH3:34], predict the reactants needed to synthesize it. The reactants are: [CH3:1][C:2]1[N:3]([C:20]([O:22][C:23]([CH3:26])([CH3:25])[CH3:24])=[O:21])[N:4]=[C:5]2[C:14]3[CH:13]=[C:12]4[CH2:15][CH2:16][CH2:17][CH2:18][C:11]4=[CH:10][C:9]=3[NH:8][C:7](=[O:19])[C:6]=12.C(=O)([O-])[O-].[Cs+].[Cs+].[C:33]([O:37][C:38](=[O:44])[NH:39][CH2:40][CH2:41][CH2:42]Br)([CH3:36])([CH3:35])[CH3:34]. (3) Given the product [O:1]=[C:2]1[C:11]2[C:6](=[CH:7][CH:8]=[CH:9][CH:10]=2)[N:5]=[CH:4][N:3]1[CH2:13][CH2:14][O:15][C:16]1[CH:23]=[CH:22][C:19]([CH:20]=[O:21])=[CH:18][CH:17]=1, predict the reactants needed to synthesize it. The reactants are: [O:1]=[C:2]1[C:11]2[C:6](=[CH:7][CH:8]=[CH:9][CH:10]=2)[N:5]=[CH:4][NH:3]1.Br[CH2:13][CH2:14][O:15][C:16]1[CH:23]=[CH:22][C:19]([CH:20]=[O:21])=[CH:18][CH:17]=1.C([O-])([O-])=O.[K+].[K+]. (4) Given the product [Br:1][C:2]1[CH:3]=[C:4]2[N:11]([C:13]([O:14][CH2:15][CH3:16])=[O:17])[C:10](=[O:12])[NH:9][C:5]2=[N:6][C:7]=1[CH3:8], predict the reactants needed to synthesize it. The reactants are: [Br:1][C:2]1[CH:3]=[C:4]2[NH:11][C:10](=[O:12])[NH:9][C:5]2=[N:6][C:7]=1[CH3:8].[C:13](=O)([O:17]C1C=CC=CN=1)[O:14][CH2:15][CH3:16].C(=O)([O-])[O-].[K+].[K+]. (5) Given the product [Cl:27][C:22]1[CH:23]=[CH:24][CH:25]=[CH:26][C:21]=1[N:20]1[CH:16]([C:12]2[CH:11]=[C:10]([C:7]3[CH:6]=[CH:5][C:4]([C:1]([OH:3])([CH3:38])[CH3:2])=[CH:9][CH:8]=3)[CH:15]=[CH:14][CH:13]=2)[CH2:17][C:18]([C:28]([C:34]([F:37])([F:36])[F:35])([C:30]([F:31])([F:32])[F:33])[OH:29])=[N:19]1, predict the reactants needed to synthesize it. The reactants are: [C:1]([C:4]1[CH:9]=[CH:8][C:7]([C:10]2[CH:15]=[CH:14][CH:13]=[C:12]([CH:16]3[N:20]([C:21]4[CH:26]=[CH:25][CH:24]=[CH:23][C:22]=4[Cl:27])[N:19]=[C:18]([C:28]([C:34]([F:37])([F:36])[F:35])([C:30]([F:33])([F:32])[F:31])[OH:29])[CH2:17]3)[CH:11]=2)=[CH:6][CH:5]=1)(=[O:3])[CH3:2].[CH3:38][Mg]Cl. (6) Given the product [CH2:1]([O:3][CH2:4][C:5]1[N:19]([CH2:20][CH2:21][CH2:22][C:23]([O:25][CH2:26][CH3:27])=[O:24])[C:18]2[C:17]3[CH:16]=[CH:15][CH:14]=[CH:13][C:12]=3[N:11]=[CH:10][C:9]=2[N:8]=1)[CH3:2], predict the reactants needed to synthesize it. The reactants are: [CH2:1]([O:3][CH2:4][C:5](Cl)=O)[CH3:2].[NH2:8][C:9]1[CH:10]=[N:11][C:12]2[C:17]([C:18]=1[NH:19][CH2:20][CH2:21][CH2:22][C:23]([O:25][CH2:26][CH3:27])=[O:24])=[CH:16][CH:15]=[CH:14][CH:13]=2.C(O)C.C(N(CC)CC)C.